This data is from Forward reaction prediction with 1.9M reactions from USPTO patents (1976-2016). The task is: Predict the product of the given reaction. (1) Given the reactants C(OC([N:8]1[CH2:13][CH2:12][N:11]([CH2:14][CH:15]([C:17]2[CH:26]=[CH:25][C:20]3[C:21](=[O:24])[O:22][CH2:23][C:19]=3[C:18]=2[CH3:27])[CH3:16])[CH2:10][CH2:9]1)=O)(C)(C)C, predict the reaction product. The product is: [CH3:27][C:18]1[C:19]2[CH2:23][O:22][C:21](=[O:24])[C:20]=2[CH:25]=[CH:26][C:17]=1[CH:15]([CH3:16])[CH2:14][N:11]1[CH2:12][CH2:13][NH:8][CH2:9][CH2:10]1. (2) Given the reactants [CH2:1]([O:8][C:9]1[C:10]([CH2:20][CH:21]=[O:22])=[CH:11][C:12]([Cl:19])=[C:13]2[C:18]=1[N:17]=[CH:16][CH:15]=[CH:14]2)[C:2]1[CH:7]=[CH:6][CH:5]=[CH:4][CH:3]=1.[N:23]1([CH2:28][C:29]2[CH:30]=[C:31]([Mg]Br)[CH:32]=[CH:33][CH:34]=2)[CH2:27][CH2:26][CH2:25][CH2:24]1, predict the reaction product. The product is: [CH2:1]([O:8][C:9]1[C:10]([CH2:20][CH:21]([C:31]2[CH:32]=[CH:33][CH:34]=[C:29]([CH2:28][N:23]3[CH2:24][CH2:25][CH2:26][CH2:27]3)[CH:30]=2)[OH:22])=[CH:11][C:12]([Cl:19])=[C:13]2[C:18]=1[N:17]=[CH:16][CH:15]=[CH:14]2)[C:2]1[CH:7]=[CH:6][CH:5]=[CH:4][CH:3]=1. (3) Given the reactants [H-].[Na+].[CH3:3]/[C:4](/[CH2:9][CH2:10][CH:11]=[CH2:12])=[CH:5]/[C:6]([OH:8])=[O:7].C1OCCOCCOCCOCCOC1.FC(F)(F)S(O[C@H:34]1[CH2:39][C@@H:38]([CH2:40][CH2:41][CH2:42][CH:43]=[CH2:44])[O:37][C@@:36]([O:60][CH3:61])([C@@H:45]2[CH2:49][S:48][C:47](=[O:50])[N:46]2[CH2:51][C:52]2[CH:57]=[CH:56][C:55]([O:58][CH3:59])=[CH:54][CH:53]=2)[CH2:35]1)(=O)=O, predict the reaction product. The product is: [CH3:3]/[C:4](/[CH2:9][CH2:10][CH:11]=[CH2:12])=[CH:5]/[C:6]([O:8][C@@H:34]1[CH2:39][C@@H:38]([CH2:40][CH2:41][CH2:42][CH:43]=[CH2:44])[O:37][C@@:36]([O:60][CH3:61])([C@@H:45]2[CH2:49][S:48][C:47](=[O:50])[N:46]2[CH2:51][C:52]2[CH:53]=[CH:54][C:55]([O:58][CH3:59])=[CH:56][CH:57]=2)[CH2:35]1)=[O:7]. (4) Given the reactants [Cl:1][C:2]1[CH:30]=[CH:29][C:5]([CH2:6][N:7]2[C:12](=[O:13])[C:11]([CH2:14]OS(C)(=O)=O)=[CH:10][C:9]([C:20]3[CH:25]=[CH:24][C:23]([O:26][CH3:27])=[C:22]([F:28])[CH:21]=3)=[N:8]2)=[CH:4][CH:3]=1.[CH3:31][N:32]1[CH2:37][CH2:36][NH:35][CH2:34][CH2:33]1, predict the reaction product. The product is: [Cl:1][C:2]1[CH:3]=[CH:4][C:5]([CH2:6][N:7]2[C:12](=[O:13])[C:11]([CH2:14][N:35]3[CH2:36][CH2:37][N:32]([CH3:31])[CH2:33][CH2:34]3)=[CH:10][C:9]([C:20]3[CH:25]=[CH:24][C:23]([O:26][CH3:27])=[C:22]([F:28])[CH:21]=3)=[N:8]2)=[CH:29][CH:30]=1. (5) Given the reactants [O:1]1[CH2:6][CH2:5][CH2:4][C@H:3]([NH:7][C:8]([C:10]2[C:18]3[C:13](=[N:14][CH:15]=[C:16]([C:19]4[C:27]5[C:22](=[CH:23][C:24]([Cl:28])=[CH:25][CH:26]=5)[N:21]([CH3:29])[N:20]=4)[N:17]=3)[N:12](COCC[Si](C)(C)C)[CH:11]=2)=[O:9])[CH2:2]1.FC(F)(F)C(O)=O.C(N)CN.O, predict the reaction product. The product is: [O:1]1[CH2:6][CH2:5][CH2:4][C@H:3]([NH:7][C:8]([C:10]2[C:18]3[C:13](=[N:14][CH:15]=[C:16]([C:19]4[C:27]5[C:22](=[CH:23][C:24]([Cl:28])=[CH:25][CH:26]=5)[N:21]([CH3:29])[N:20]=4)[N:17]=3)[NH:12][CH:11]=2)=[O:9])[CH2:2]1. (6) Given the reactants [F:1][C:2]1[CH:3]=[CH:4][C:5]2[N:6]([C:8]([C:12]3[CH:17]=[CH:16][CH:15]=[CH:14][CH:13]=3)=[C:9]([NH2:11])[N:10]=2)[CH:7]=1.N1C=CC=CC=1.[F:24][C:25]1[CH:30]=[CH:29][C:28]([CH2:31][C:32](Cl)=[O:33])=[CH:27][CH:26]=1, predict the reaction product. The product is: [F:1][C:2]1[CH:3]=[CH:4][C:5]2[N:6]([C:8]([C:12]3[CH:17]=[CH:16][CH:15]=[CH:14][CH:13]=3)=[C:9]([NH:11][C:32](=[O:33])[CH2:31][C:28]3[CH:29]=[CH:30][C:25]([F:24])=[CH:26][CH:27]=3)[N:10]=2)[CH:7]=1. (7) The product is: [Cl-:16].[Si:1]([O:8][CH2:9][C:10]1[S:11][CH:12]=[C:13]([CH2:15][P+:21]([CH2:22][CH2:23][CH2:24][CH3:25])([CH2:26][CH2:27][CH2:28][CH3:29])[CH2:17][CH2:18][CH2:19][CH3:20])[N:14]=1)([C:4]([CH3:7])([CH3:6])[CH3:5])([CH3:3])[CH3:2]. Given the reactants [Si:1]([O:8][CH2:9][C:10]1[S:11][CH:12]=[C:13]([CH2:15][Cl:16])[N:14]=1)([C:4]([CH3:7])([CH3:6])[CH3:5])([CH3:3])[CH3:2].[CH2:17]([P:21]([CH2:26][CH2:27][CH2:28][CH3:29])[CH2:22][CH2:23][CH2:24][CH3:25])[CH2:18][CH2:19][CH3:20], predict the reaction product. (8) Given the reactants [O:1]=[C:2]([CH2:9][CH2:10][CH2:11][CH2:12][CH2:13][CH2:14][CH2:15][CH2:16][CH3:17])[CH2:3][C:4]([O:6][CH2:7][CH3:8])=[O:5].[CH2:18](O)[CH2:19][OH:20].CC1C=CC(S(O)(=O)=O)=CC=1, predict the reaction product. The product is: [CH2:18]1[CH2:19][O:20][C:2]([CH2:9][CH2:10][CH2:11][CH2:12][CH2:13][CH2:14][CH2:15][CH2:16][CH3:17])([CH2:3][C:4]([O:6][CH2:7][CH3:8])=[O:5])[O:1]1.